This data is from Full USPTO retrosynthesis dataset with 1.9M reactions from patents (1976-2016). The task is: Predict the reactants needed to synthesize the given product. Given the product [NH2:1][C:2]1[CH:7]=[C:6]([O:8][C:9]2[CH:10]=[C:11]([CH3:25])[C:12]3[CH:16]([CH2:17][C:18]([OH:20])=[O:19])[O:15][B:14]([OH:23])[C:13]=3[CH:24]=2)[CH:5]=[CH:4][N:3]=1, predict the reactants needed to synthesize it. The reactants are: [NH2:1][C:2]1[CH:7]=[C:6]([O:8][C:9]2[CH:10]=[C:11]([CH3:25])[C:12]3[CH:16]([CH2:17][C:18]([O:20]CC)=[O:19])[O:15][B:14]([OH:23])[C:13]=3[CH:24]=2)[CH:5]=[CH:4][N:3]=1.[OH-].[Na+].